Dataset: Reaction yield outcomes from USPTO patents with 853,638 reactions. Task: Predict the reaction yield, written as a fraction of the theoretical maximum amount of product (1.0 means a 100% yield; for example, 0.34 means a 34% yield). The reactants are [O:1]1[CH2:5][CH2:4][O:3][CH:2]1[C:6]1[CH:7]=[CH:8][C:9]2[O:13][CH:12]=[CH:11][C:10]=2[CH:14]=1.C([Li])CCC.C([C:22]([O:24][CH3:25])=[O:23])#N.O. The catalyst is C1COCC1.C(OCC)(=O)C. The product is [CH3:25][O:24][C:22]([C:12]1[O:13][C:9]2[CH:8]=[CH:7][C:6]([CH:2]3[O:3][CH2:4][CH2:5][O:1]3)=[CH:14][C:10]=2[CH:11]=1)=[O:23]. The yield is 0.440.